From a dataset of TCR-epitope binding with 47,182 pairs between 192 epitopes and 23,139 TCRs. Binary Classification. Given a T-cell receptor sequence (or CDR3 region) and an epitope sequence, predict whether binding occurs between them. The epitope is FPRPWLHGL. The TCR CDR3 sequence is CSVRTGVGNEQFF. Result: 0 (the TCR does not bind to the epitope).